The task is: Predict the reaction yield, written as a fraction of the theoretical maximum amount of product (1.0 means a 100% yield; for example, 0.34 means a 34% yield).. This data is from Reaction yield outcomes from USPTO patents with 853,638 reactions. (1) The reactants are O[CH:2]([C:30]1[CH:35]=[CH:34][CH:33]=[CH:32][CH:31]=1)[C:3]1[C:12]2[C:11](=[O:13])[N:10]([CH2:14][CH2:15][CH2:16][O:17][CH:18]3CCCC[O:19]3)[C:9](=[O:24])[N:8]([CH3:25])[C:7]=2[N:6]=[CH:5][C:4]=1[O:26][CH:27]([CH3:29])[CH3:28]. The catalyst is C(O)=O.[Zn]. The product is [CH:18]([O:17][CH2:16][CH2:15][CH2:14][N:10]1[C:11](=[O:13])[C:12]2[C:3]([CH2:2][C:30]3[CH:35]=[CH:34][CH:33]=[CH:32][CH:31]=3)=[C:4]([O:26][CH:27]([CH3:28])[CH3:29])[CH:5]=[N:6][C:7]=2[N:8]([CH3:25])[C:9]1=[O:24])=[O:19]. The yield is 0.850. (2) The reactants are B(Br)(Br)Br.[Cl:5][C:6]1[CH:11]=[CH:10][C:9]([CH2:12][C:13]#[N:14])=[CH:8][C:7]=1[O:15]C.O. The catalyst is ClCCl. The product is [Cl:5][C:6]1[CH:11]=[CH:10][C:9]([CH2:12][C:13]#[N:14])=[CH:8][C:7]=1[OH:15]. The yield is 0.850. (3) The reactants are O1CCCC1.B(F)(F)F.CCOCC.[OH:15][C:16]1[CH:23]=[CH:22][C:19]([CH:20]=O)=[CH:18][CH:17]=1.[CH2:24]([SH:27])[CH2:25][SH:26]. The product is [S:26]1[CH2:25][CH2:24][S:27][CH:20]1[C:19]1[CH:22]=[CH:23][C:16]([OH:15])=[CH:17][CH:18]=1. The yield is 0.953. The catalyst is O.C(Cl)Cl. (4) The reactants are Cl.[NH2:2][C@H:3]1[CH2:6][C@H:5]([C:7]([O:9][CH3:10])=[O:8])[CH2:4]1.[C:11](O[C:11]([O:13][C:14]([CH3:17])([CH3:16])[CH3:15])=[O:12])([O:13][C:14]([CH3:17])([CH3:16])[CH3:15])=[O:12].CCN(CC)CC. The catalyst is C(Cl)Cl. The product is [C:14]([O:13][C:11]([NH:2][C@H:3]1[CH2:6][C@H:5]([C:7]([O:9][CH3:10])=[O:8])[CH2:4]1)=[O:12])([CH3:17])([CH3:16])[CH3:15]. The yield is 0.630. (5) The reactants are [C:1]([O:5][C:6](=[O:24])[NH:7][C@H:8]([CH:21]([CH3:23])[CH3:22])[C:9](=[O:20])/[CH:10]=[CH:11]\[C:12]1[CH:17]=[CH:16][CH:15]=[C:14]([C:18]#[N:19])[CH:13]=1)([CH3:4])([CH3:3])[CH3:2]. The catalyst is [Pd].CO. The product is [C:1]([O:5][C:6](=[O:24])[NH:7][C@H:8]([CH:21]([CH3:22])[CH3:23])[C:9](=[O:20])[CH2:10][CH2:11][C:12]1[CH:17]=[CH:16][CH:15]=[C:14]([C:18]#[N:19])[CH:13]=1)([CH3:4])([CH3:3])[CH3:2]. The yield is 0.790.